The task is: Regression/Classification. Given a drug SMILES string, predict its absorption, distribution, metabolism, or excretion properties. Task type varies by dataset: regression for continuous measurements (e.g., permeability, clearance, half-life) or binary classification for categorical outcomes (e.g., BBB penetration, CYP inhibition). For this dataset (lipophilicity_astrazeneca), we predict Y.. This data is from Experimental lipophilicity measurements (octanol/water distribution) for 4,200 compounds from AstraZeneca. (1) The drug is Cc1ccc(NC(=O)c2cccc(N3CCOCC3)c2)cc1NC(=O)c1ccc(OCc2ccncc2)cc1. The Y is 3.20 logD. (2) The Y is 0.780 logD. The molecule is C[C@H]1CN(Cc2cc(Cl)ccc2OCC(=O)O)CCN1C(=O)Cc1cccc(Cl)c1. (3) The molecule is CC(C)[C@H](N)C(=O)OCCOCn1cnc2c(=O)nc(N)[nH]c21. The Y is -1.30 logD. (4) The molecule is COc1cc(C(=O)N2CC[C@](CCN3CCC(C(N)=O)(c4ccccc4)CC3)(c3ccc(Cl)c(Cl)c3)C2)cc(OC)c1OC. The Y is 3.23 logD. (5) The compound is CCCOc1cc(OCCCN2CCCC2)ccc1C(=O)Nc1cccc(O)c1. The Y is 2.46 logD. (6) The compound is Nc1ccc(OCc2ccccc2)cc1. The Y is 2.20 logD. (7) The molecule is CC[C@H](NC(=O)c1c([S+](C)[O-])c(-c2ccccc2)nc2ccccc12)c1ccccc1. The Y is 3.17 logD.